The task is: Regression/Classification. Given a drug SMILES string, predict its toxicity properties. Task type varies by dataset: regression for continuous values (e.g., LD50, hERG inhibition percentage) or binary classification for toxic/non-toxic outcomes (e.g., AMES mutagenicity, cardiotoxicity, hepatotoxicity). Dataset: ld50_zhu.. This data is from Acute oral toxicity (LD50) regression data from Zhu et al.. (1) The compound is O=[N+]([O-])c1ccc(Oc2ccc(Cl)cc2Cl)cc1. The rat oral LD50 is 2.58, given as -log10 of the dose in mol/kg body weight (higher means more acutely toxic). (2) The molecule is CNCC1CCCCC1. The rat oral LD50 is 1.96, given as -log10 of the dose in mol/kg body weight (higher means more acutely toxic). (3) The drug is CN(C)CC1CCCCC1. The rat oral LD50 is 2.06, given as -log10 of the dose in mol/kg body weight (higher means more acutely toxic). (4) The molecule is COP(=O)(NC(C)=O)SC. The rat oral LD50 is 2.42, given as -log10 of the dose in mol/kg body weight (higher means more acutely toxic). (5) The compound is CCC(O)CC. The rat oral LD50 is 1.67, given as -log10 of the dose in mol/kg body weight (higher means more acutely toxic). (6) The drug is COC(=O)NC(=S)Nc1ccccc1NC(=S)NC(=O)OC. The rat oral LD50 is 1.71, given as -log10 of the dose in mol/kg body weight (higher means more acutely toxic).